Dataset: Forward reaction prediction with 1.9M reactions from USPTO patents (1976-2016). Task: Predict the product of the given reaction. (1) Given the reactants [CH3:1][S:2]([N:5]1[CH2:9][CH2:8][CH2:7][CH:6]1[C:10](OC)=[O:11])(=[O:4])=[O:3].[H-].[Al+3].[Li+].[H-].[H-].[H-], predict the reaction product. The product is: [CH3:1][S:2]([N:5]1[CH2:9][CH2:8][CH2:7][CH:6]1[CH2:10][OH:11])(=[O:4])=[O:3]. (2) Given the reactants [CH3:1][O:2][C:3]1[C:8]2[NH:9][CH:10]([CH2:13][OH:14])[CH2:11][O:12][C:7]=2[CH:6]=[CH:5][CH:4]=1.[C:15]1([CH3:25])[CH:20]=[CH:19][C:18]([S:21](Cl)(=[O:23])=[O:22])=[CH:17][CH:16]=1.C(N(CC)CC)C, predict the reaction product. The product is: [CH3:25][C:15]1[CH:20]=[CH:19][C:18]([S:21]([O:14][CH2:13][CH:10]2[NH:9][C:8]3[C:3]([O:2][CH3:1])=[CH:4][CH:5]=[CH:6][C:7]=3[O:12][CH2:11]2)(=[O:23])=[O:22])=[CH:17][CH:16]=1. (3) Given the reactants Cl[C:2]1[CH:7]=[CH:6][N:5]=[C:4]2[CH:8]=[C:9]([I:11])[S:10][C:3]=12.C(=O)([O-])[O-].[Cs+].[Cs+].[Cl:18][C:19]1[N:24]=[CH:23][C:22]([OH:25])=[CH:21][CH:20]=1, predict the reaction product. The product is: [Cl:18][C:19]1[N:24]=[CH:23][C:22]([O:25][C:2]2[CH:7]=[CH:6][N:5]=[C:4]3[CH:8]=[C:9]([I:11])[S:10][C:3]=23)=[CH:21][CH:20]=1. (4) Given the reactants [CH:1]([C:3]1[C:11]([O:12][CH3:13])=[CH:10][C:9]([CH3:14])=[C:8]2[C:4]=1[CH:5]=[CH:6][N:7]2[C:15]([O:17][C:18]([CH3:21])([CH3:20])[CH3:19])=[O:16])=O.[CH2:22]([O:24][C@H:25]1[CH2:30][CH2:29][NH:28][C@H:27]([C:31]2[CH:40]=[CH:39][C:34]([C:35]([O:37][CH3:38])=[O:36])=[CH:33][CH:32]=2)[CH2:26]1)[CH3:23].[BH-](OC(C)=O)(OC(C)=O)OC(C)=O.[Na+], predict the reaction product. The product is: [CH2:22]([O:24][C@H:25]1[CH2:30][CH2:29][N:28]([CH2:1][C:3]2[C:11]([O:12][CH3:13])=[CH:10][C:9]([CH3:14])=[C:8]3[C:4]=2[CH:5]=[CH:6][N:7]3[C:15]([O:17][C:18]([CH3:21])([CH3:20])[CH3:19])=[O:16])[C@H:27]([C:31]2[CH:32]=[CH:33][C:34]([C:35]([O:37][CH3:38])=[O:36])=[CH:39][CH:40]=2)[CH2:26]1)[CH3:23]. (5) The product is: [NH2:1][C:4]1[CH:5]=[CH:6][C:7]([C:10]2[NH:11][C:12]([C:15]3[CH:20]=[CH:19][C:18]([NH2:21])=[CH:17][CH:16]=3)=[CH:13][N:14]=2)=[CH:8][CH:9]=1. Given the reactants [N+:1]([C:4]1[CH:9]=[CH:8][C:7]([C:10]2[NH:11][C:12]([C:15]3[CH:20]=[CH:19][C:18]([N+:21]([O-])=O)=[CH:17][CH:16]=3)=[CH:13][N:14]=2)=[CH:6][CH:5]=1)([O-])=O, predict the reaction product. (6) Given the reactants [CH3:1][S:2]([NH:5][C:6]1[CH:21]=[CH:20][C:9]2[NH:10][C:11]([CH2:16][C:17]([OH:19])=O)=[N:12][S:13](=[O:15])(=[O:14])[C:8]=2[CH:7]=1)(=[O:4])=[O:3].[CH3:22][O:23][C:24]([CH:26]1[CH2:30][CH2:29][CH2:28][N:27]1[NH:31][CH2:32][C:33]1[CH:38]=[CH:37][C:36]([F:39])=[CH:35][CH:34]=1)=[O:25].C1(N=C=NC2CCCCC2)CCCCC1.ClCCl, predict the reaction product. The product is: [CH3:22][O:23][C:24]([CH:26]1[CH2:30][CH2:29][CH2:28][N:27]1[N:31]([CH2:32][C:33]1[CH:34]=[CH:35][C:36]([F:39])=[CH:37][CH:38]=1)[C:17](=[O:19])[CH2:16][C:11]1[NH:10][C:9]2[CH:20]=[CH:21][C:6]([NH:5][S:2]([CH3:1])(=[O:3])=[O:4])=[CH:7][C:8]=2[S:13](=[O:14])(=[O:15])[N:12]=1)=[O:25]. (7) Given the reactants CC1C=CC(S(N[C@H]([C@@H](N)C2C=CC=CC=2)C2C=CC=CC=2)(=O)=O)=CC=1.[C:27]([C:31]1[CH:40]=[C:39]2[C:34]([C:35](=[O:41])[CH2:36][CH2:37][O:38]2)=[CH:33][CH:32]=1)([O:29][CH3:30])=[O:28].C(#N)C, predict the reaction product. The product is: [OH:41][C@@H:35]1[C:34]2[C:39](=[CH:40][C:31]([C:27]([O:29][CH3:30])=[O:28])=[CH:32][CH:33]=2)[O:38][CH2:37][CH2:36]1. (8) Given the reactants [OH:1][CH:2]([CH2:6][O:7][S:8]([C:11]1[CH:17]=[CH:16][C:14]([CH3:15])=[CH:13][CH:12]=1)(=[O:10])=[O:9])[CH2:3][C:4]#[N:5].[C:18](OC(=O)C)(=[O:20])[CH3:19].N1C=CC=CC=1.Cl, predict the reaction product. The product is: [C:18]([O:1][CH:2]([CH2:6][O:7][S:8]([C:11]1[CH:12]=[CH:13][C:14]([CH3:15])=[CH:16][CH:17]=1)(=[O:10])=[O:9])[CH2:3][C:4]#[N:5])(=[O:20])[CH3:19].